Dataset: Reaction yield outcomes from USPTO patents with 853,638 reactions. Task: Predict the reaction yield, written as a fraction of the theoretical maximum amount of product (1.0 means a 100% yield; for example, 0.34 means a 34% yield). (1) The reactants are [C:1]([O:4][CH:5]1[C:6]([OH:53])([CH3:52])[CH2:7][CH2:8][CH:9]([O:44][Si:45]([CH2:50][CH3:51])([CH2:48][CH3:49])[CH2:46][CH3:47])[CH2:10][C:11]([O:13][CH:14](/[C:19](/[CH3:43])=[CH:20]/[CH:21]=[CH:22]/[C:23]([OH:42])([CH3:41])[CH2:24][CH:25]2[O:40][CH:26]2[CH:27]([CH3:39])[CH:28]([O:31][Si:32]([CH2:37][CH3:38])([CH2:35][CH3:36])[CH2:33][CH3:34])[CH2:29][CH3:30])[CH:15]([CH3:18])[CH:16]=[CH:17]1)=[O:12])(=[O:3])[CH3:2].[CH2:54]([O:56][CH:57]=[CH2:58])[CH3:55]. The catalyst is ClCCl.C(OCC)(=O)C.C1(C)C=CC(S([O-])(=O)=O)=CC=1.[NH+]1C=CC=CC=1. The product is [C:1]([O:4][CH:5]1[C:6]([O:53][CH:1]([O:4][CH2:5][CH3:17])[CH3:2])([CH3:52])[CH2:7][CH2:8][CH:9]([O:44][Si:45]([CH2:46][CH3:47])([CH2:48][CH3:49])[CH2:50][CH3:51])[CH2:10][C:11]([O:13][CH:14](/[C:19](/[CH3:43])=[CH:20]/[CH:21]=[CH:22]/[C:23]([O:42][CH:57]([O:56][CH2:54][CH3:55])[CH3:58])([CH3:41])[CH2:24][CH:25]2[O:40][CH:26]2[CH:27]([CH3:39])[CH:28]([O:31][Si:32]([CH2:33][CH3:34])([CH2:35][CH3:36])[CH2:37][CH3:38])[CH2:29][CH3:30])[CH:15]([CH3:18])[CH:16]=[CH:17]1)=[O:12])(=[O:3])[CH3:2]. The yield is 0.670. (2) The catalyst is CN(C=O)C.CCOCC. The product is [Br:1][C:2]1[CH:3]=[C:4]([C:8]2[CH:12]=[C:11]([C:13]([O:15][CH3:16])=[O:14])[N:10]([CH2:17][C:18](=[O:21])[CH3:19])[N:9]=2)[CH:5]=[CH:6][CH:7]=1. The reactants are [Br:1][C:2]1[CH:3]=[C:4]([C:8]2[CH:12]=[C:11]([C:13]([O:15][CH3:16])=[O:14])[NH:10][N:9]=2)[CH:5]=[CH:6][CH:7]=1.[CH3:17][C:18]([O-:21])(C)[CH3:19].[K+].ClCC(=O)C. The yield is 0.392. (3) The reactants are [F-].C([N+](CCCC)(CCCC)CCCC)CCC.C1(S([N:28]2[C:36]3[C:31](=[CH:32][CH:33]=[CH:34][CH:35]=3)[C:30]([C:37]3([CH2:51][C:52]4[CH:57]=[CH:56][CH:55]=[CH:54][CH:53]=4)[CH2:41][C:40](=[O:42])[N:39]([CH2:43][C:44]4[CH:49]=[CH:48][CH:47]=[CH:46][CH:45]=4)[C:38]3=[O:50])=[CH:29]2)(=O)=O)C=CC=CC=1. No catalyst specified. The product is [CH2:43]([N:39]1[C:40](=[O:42])[CH2:41][C:37]([CH2:51][C:52]2[CH:57]=[CH:56][CH:55]=[CH:54][CH:53]=2)([C:30]2[C:31]3[C:36](=[CH:35][CH:34]=[CH:33][CH:32]=3)[NH:28][CH:29]=2)[C:38]1=[O:50])[C:44]1[CH:45]=[CH:46][CH:47]=[CH:48][CH:49]=1. The yield is 0.350.